From a dataset of Forward reaction prediction with 1.9M reactions from USPTO patents (1976-2016). Predict the product of the given reaction. (1) Given the reactants [C:1]([O:5][C:6](=[O:16])[NH:7][C:8]1[S:9][C:10]([CH2:13][CH2:14][NH2:15])=[CH:11][N:12]=1)([CH3:4])([CH3:3])[CH3:2].Cl[C:18]1[C:19]2[S:26][CH:25]=[CH:24][C:20]=2[N:21]=[CH:22][N:23]=1.CCN(C(C)C)C(C)C, predict the reaction product. The product is: [C:1]([O:5][C:6](=[O:16])[NH:7][C:8]1[S:9][C:10]([CH2:13][CH2:14][NH:15][C:18]2[C:19]3[S:26][CH:25]=[CH:24][C:20]=3[N:21]=[CH:22][N:23]=2)=[CH:11][N:12]=1)([CH3:4])([CH3:2])[CH3:3]. (2) Given the reactants [NH2:1][C:2]1[N:7]=[C:6]([C:8]2[O:9][CH:10]=[CH:11][CH:12]=2)[C:5]([C:13]#[N:14])=[C:4](S(C)=O)[N:3]=1.[CH3:18][C:19]1[N:24]=[C:23]([CH2:25][OH:26])[CH:22]=[CH:21][CH:20]=1.C1CCN2C(=NCCC2)CC1, predict the reaction product. The product is: [NH2:1][C:2]1[N:7]=[C:6]([C:8]2[O:9][CH:10]=[CH:11][CH:12]=2)[C:5]([C:13]#[N:14])=[C:4]([O:26][CH2:25][C:23]2[CH:22]=[CH:21][CH:20]=[C:19]([CH3:18])[N:24]=2)[N:3]=1.